The task is: Predict the product of the given reaction.. This data is from Forward reaction prediction with 1.9M reactions from USPTO patents (1976-2016). (1) Given the reactants [CH3:1][C:2]1[C:6]2[C:7](=[O:19])[N:8]([CH2:12][CH2:13][N:14]3[CH2:18][CH2:17][CH2:16][CH2:15]3)[CH2:9][CH2:10][CH2:11][C:5]=2[NH:4][C:3]=1[CH:20]=O.[Cl:22][C:23]1[CH:28]=[CH:27][CH:26]=[C:25]([Cl:29])[C:24]=1[CH2:30][S:31]([C:34]1[CH:35]=[C:36]2[C:40](=[CH:41][CH:42]=1)[NH:39][C:38](=[O:43])[CH2:37]2)(=[O:33])=[O:32].N1CCCCC1, predict the reaction product. The product is: [Cl:22][C:23]1[CH:28]=[CH:27][CH:26]=[C:25]([Cl:29])[C:24]=1[CH2:30][S:31]([C:34]1[CH:35]=[C:36]2[C:40](=[CH:41][CH:42]=1)[NH:39][C:38](=[O:43])/[C:37]/2=[CH:20]\[C:3]1[NH:4][C:5]2[CH2:11][CH2:10][CH2:9][N:8]([CH2:12][CH2:13][N:14]3[CH2:15][CH2:16][CH2:17][CH2:18]3)[C:7](=[O:19])[C:6]=2[C:2]=1[CH3:1])(=[O:32])=[O:33]. (2) Given the reactants C(C1C=C(C(C)C)C=C(C(C)C)C=1S(Cl)(=O)=O)(C)C.[Si]([C@@:27]1([OH:68])[C@@H:31]([CH2:32][O:33][Si](C(C)(C)C)(C)C)[O:30][C@@H:29]([N:41]2[CH:48]=[C:47]([CH2:49][O:50][C@H:51]([C:56]3[CH:61]=[C:60]([O:62][CH3:63])[C:59]([I:64])=[CH:58][C:57]=3[N+:65]([O-:67])=[O:66])[C:52]([CH3:55])([CH3:54])[CH3:53])[C:45](=O)[NH:44][C:42]2=[O:43])[CH2:28]1)(C(C)(C)C)(C)C.C([N:71](CC)CC)C.[N+](CCCC)(CCCC)(CCCC)CCCC.[F-], predict the reaction product. The product is: [I:64][C:59]1[C:60]([O:62][CH3:63])=[CH:61][C:56]([C@@H:51]([O:50][CH2:49][C:47]2[C:45]([NH2:71])=[N:44][C:42](=[O:43])[N:41]([CH:48]=2)[C@@H:29]2[O:30][C@H:31]([CH2:32][OH:33])[C@@H:27]([OH:68])[CH2:28]2)[C:52]([CH3:54])([CH3:55])[CH3:53])=[C:57]([N+:65]([O-:67])=[O:66])[CH:58]=1. (3) The product is: [C:40]([N:43]1[CH2:48][CH2:47][N:46]([C:23]([C@H:22]2[N:21]([C:19]([C:13]3[S:12][C:11]4=[N:10][C@:9]([C:32]5[CH:37]=[CH:36][C:35]([Cl:38])=[CH:34][CH:33]=5)([CH3:31])[C@@H:8]([C:5]5[CH:4]=[CH:3][C:2]([Cl:1])=[CH:7][CH:6]=5)[N:15]4[C:14]=3[CH:16]([CH3:18])[CH3:17])=[O:20])[C@H:28]([C:29]#[N:30])[CH2:27][CH2:26]2)=[O:24])[CH2:45][C@H:44]1[CH3:49])(=[O:42])[CH3:41]. Given the reactants [Cl:1][C:2]1[CH:7]=[CH:6][C:5]([C@H:8]2[N:15]3[C:11]([S:12][C:13]([C:19]([N:21]4[C@H:28]([C:29]#[N:30])[CH2:27][CH2:26][C@H:22]4[C:23](O)=[O:24])=[O:20])=[C:14]3[CH:16]([CH3:18])[CH3:17])=[N:10][C@:9]2([C:32]2[CH:37]=[CH:36][C:35]([Cl:38])=[CH:34][CH:33]=2)[CH3:31])=[CH:4][CH:3]=1.Cl.[C:40]([N:43]1[CH2:48][CH2:47][NH:46][CH2:45][C@H:44]1[CH3:49])(=[O:42])[CH3:41], predict the reaction product. (4) Given the reactants [CH3:1][C:2]([C:4]1[CH:9]=[CH:8][CH:7]=[C:6]([C:10]([F:13])([F:12])[F:11])[CH:5]=1)=[O:3].[I-:14].[CH3:15][N+:16](=[CH2:18])[CH3:17].Cl, predict the reaction product. The product is: [IH:14].[CH3:15][N:16]([CH3:18])[CH2:17][CH2:1][C:2]([C:4]1[CH:9]=[CH:8][CH:7]=[C:6]([C:10]([F:11])([F:12])[F:13])[CH:5]=1)=[O:3]. (5) Given the reactants [Cl:1][C:2]1[C:3]([N+:11]([O-:13])=[O:12])=[CH:4][C:5](C)=[C:6]([CH:9]=1)C#N.[CH3:14][C:15]([OH:17])=[O:16], predict the reaction product. The product is: [Cl:1][C:2]1[C:3]([N+:11]([O-:13])=[O:12])=[CH:4][C:5]([CH3:6])=[C:14]([CH:9]=1)[C:15]([OH:17])=[O:16]. (6) The product is: [CH3:1][O:2][C:3]1[CH:4]=[CH:5][C:6]2[O:12][CH2:11][CH2:10][N:9]([S:14]([Cl:17])(=[O:16])=[O:15])[CH2:8][C:7]=2[CH:13]=1. Given the reactants [CH3:1][O:2][C:3]1[CH:4]=[CH:5][C:6]2[O:12][CH2:11][CH2:10][NH:9][CH2:8][C:7]=2[CH:13]=1.[S:14](Cl)([Cl:17])(=[O:16])=[O:15].COC1C=C2C(CCN(S(Cl)(=O)=O)C2)=CC=1, predict the reaction product. (7) The product is: [CH3:9][O:10][C:11](=[O:20])[C:12]1[CH:17]=[CH:16][CH:15]=[C:14]([CH2:18][N:6]2[C:5](=[O:8])[CH:4]=[CH:3][C:2]([Cl:1])=[N:7]2)[CH:13]=1. Given the reactants [Cl:1][C:2]1[CH:3]=[CH:4][C:5](=[O:8])[NH:6][N:7]=1.[CH3:9][O:10][C:11](=[O:20])[C:12]1[CH:17]=[CH:16][CH:15]=[C:14]([CH2:18]Br)[CH:13]=1.CCN(C(C)C)C(C)C, predict the reaction product.